This data is from hERG potassium channel inhibition data for cardiac toxicity prediction from Karim et al.. The task is: Regression/Classification. Given a drug SMILES string, predict its toxicity properties. Task type varies by dataset: regression for continuous values (e.g., LD50, hERG inhibition percentage) or binary classification for toxic/non-toxic outcomes (e.g., AMES mutagenicity, cardiotoxicity, hepatotoxicity). Dataset: herg_karim. (1) The compound is [O-][n+]1ccc(-c2nnc(C3CCN(Cc4ccc(-c5nc6nc(N7CCN(CCO)CC7)ncc6cc5-c5ccccc5)cc4)CC3)[nH]2)cc1. The result is 0 (non-blocker). (2) The molecule is COc1cccc(C(=O)Cn2c(=O)c3c(c(C#N)c(N4CCC[C@H](N)C4)n3CC=C(C)C)n(C)c2=O)c1. The result is 1 (blocker). (3) The drug is COc1ncc(-c2ccc([C@H]3C[C@H](N4CCC[C@H]4C)C3)cc2)cn1. The result is 1 (blocker). (4) The drug is O=C(Nc1cc(Cl)c(O)cc1OC[C@@H](O)CN1CCC2(CC1)Cc1cc(Cl)ccc1O2)NC1CC1. The result is 1 (blocker). (5) The compound is COc1cc2nccc(CCC34CCC(NCc5ccc6c(n5)NC(=O)CO6)(CC3)CO4)c2nc1C#N. The result is 1 (blocker). (6) The drug is CN1Cc2ccccc2[C@H](c2ccc(F)cc2F)N=C1CCc1ccc(NS(C)(=O)=O)cc1. The result is 0 (non-blocker). (7) The compound is CC1COc2cnc(CNC34CCC(CC5(O)Cn6c(=O)ccc7ncc(F)c5c76)(CC3)OC4)cc2O1. The result is 0 (non-blocker). (8) The compound is O=C1CN(CCc2ccc(F)cc2)CCN1C1CCc2cc(CN3CCS(=O)(=O)CC3)ccc2C1. The result is 0 (non-blocker). (9) The compound is CN1Cc2ccccc2C(c2ccccc2)N=C1CCc1ccccc1. The result is 1 (blocker). (10) The compound is COc1cc(N2C(=O)N(c3ccc(-c4ccc(C(=O)N(C)C)cc4)cc3)C(=O)C23CCN(Cc2ncccc2C)CC3)ncn1. The result is 1 (blocker).